This data is from Reaction yield outcomes from USPTO patents with 853,638 reactions. The task is: Predict the reaction yield, written as a fraction of the theoretical maximum amount of product (1.0 means a 100% yield; for example, 0.34 means a 34% yield). (1) The reactants are [C:1]([CH2:3][NH:4][C:5]([NH:7][CH2:8][CH3:9])=[O:6])#[N:2].CC(C)([O-])C.[K+].[CH3:16][O:17][C:18]1[CH:19]=[C:20]([CH:23]=[CH:24][C:25]=1[O:26][CH2:27][C:28]1[CH:33]=[CH:32][C:31]([O:34][CH3:35])=[CH:30][CH:29]=1)[CH:21]=O.[Cl-].[NH4+]. The catalyst is C(O)C.O. The product is [CH2:8]([N:7]1[C:1](=[NH:2])/[C:3](=[CH:21]/[C:20]2[CH:23]=[CH:24][C:25]([O:26][CH2:27][C:28]3[CH:33]=[CH:32][C:31]([O:34][CH3:35])=[CH:30][CH:29]=3)=[C:18]([O:17][CH3:16])[CH:19]=2)/[NH:4][C:5]1=[O:6])[CH3:9]. The yield is 0.600. (2) The reactants are C([NH:5][S:6]([C:9]1[CH:14]=[CH:13][CH:12]=[C:11]([C:15]2[CH:20]=[C:19]([C:21]3[CH:26]=[C:25]([CH3:27])[CH:24]=[C:23]([C:28]4[CH:33]=[CH:32][C:31]([C:34]([F:37])([F:36])[F:35])=[CH:30][CH:29]=4)[N:22]=3)[CH:18]=[CH:17][N:16]=2)[CH:10]=1)(=[O:8])=[O:7])(C)(C)C.C(O)(C(F)(F)F)=O. No catalyst specified. The product is [CH3:27][C:25]1[CH:24]=[C:23]([C:28]2[CH:33]=[CH:32][C:31]([C:34]([F:37])([F:35])[F:36])=[CH:30][CH:29]=2)[N:22]=[C:21]([C:19]2[CH:18]=[CH:17][N:16]=[C:15]([C:11]3[CH:10]=[C:9]([S:6]([NH2:5])(=[O:8])=[O:7])[CH:14]=[CH:13][CH:12]=3)[CH:20]=2)[CH:26]=1. The yield is 0.980. (3) The reactants are [Cl:1][C:2]1[CH:3]=[CH:4][C:5]2[N:6]([C:8]([C:11]([OH:13])=O)=[CH:9][N:10]=2)[N:7]=1.[CH:14]([C:17]1[O:21][N:20]=[C:19]([C:22]2[CH:23]=[C:24]([CH:26]=[CH:27][CH:28]=2)[NH2:25])[N:18]=1)([CH3:16])[CH3:15].C(N(CC)C(C)C)(C)C.CN(C(ON1N=NC2C=CC=NC1=2)=[N+](C)C)C.F[P-](F)(F)(F)(F)F.C([O-])(O)=O.[Na+]. The catalyst is C(Cl)Cl. The product is [Cl:1][C:2]1[CH:3]=[CH:4][C:5]2[N:6]([C:8]([C:11]([NH:25][C:24]3[CH:26]=[CH:27][CH:28]=[C:22]([C:19]4[N:18]=[C:17]([CH:14]([CH3:16])[CH3:15])[O:21][N:20]=4)[CH:23]=3)=[O:13])=[CH:9][N:10]=2)[N:7]=1. The yield is 0.590.